Regression. Given two drug SMILES strings and cell line genomic features, predict the synergy score measuring deviation from expected non-interaction effect. From a dataset of NCI-60 drug combinations with 297,098 pairs across 59 cell lines. (1) Drug 1: C1=CC(=CC=C1CCC2=CNC3=C2C(=O)NC(=N3)N)C(=O)NC(CCC(=O)O)C(=O)O. Drug 2: B(C(CC(C)C)NC(=O)C(CC1=CC=CC=C1)NC(=O)C2=NC=CN=C2)(O)O. Cell line: ACHN. Synergy scores: CSS=21.8, Synergy_ZIP=2.26, Synergy_Bliss=1.81, Synergy_Loewe=0.927, Synergy_HSA=1.12. (2) Cell line: NCI-H522. Drug 2: CCC(=C(C1=CC=CC=C1)C2=CC=C(C=C2)OCCN(C)C)C3=CC=CC=C3.C(C(=O)O)C(CC(=O)O)(C(=O)O)O. Synergy scores: CSS=2.08, Synergy_ZIP=1.06, Synergy_Bliss=2.14, Synergy_Loewe=2.03, Synergy_HSA=2.09. Drug 1: CC1=C(C=C(C=C1)NC2=NC=CC(=N2)N(C)C3=CC4=NN(C(=C4C=C3)C)C)S(=O)(=O)N.Cl. (3) Drug 1: CC1C(C(CC(O1)OC2CC(CC3=C2C(=C4C(=C3O)C(=O)C5=C(C4=O)C(=CC=C5)OC)O)(C(=O)C)O)N)O.Cl. Drug 2: CN(CCCl)CCCl.Cl. Cell line: SK-MEL-28. Synergy scores: CSS=14.1, Synergy_ZIP=-0.936, Synergy_Bliss=4.72, Synergy_Loewe=-13.4, Synergy_HSA=-0.548. (4) Drug 1: CCCS(=O)(=O)NC1=C(C(=C(C=C1)F)C(=O)C2=CNC3=C2C=C(C=N3)C4=CC=C(C=C4)Cl)F. Drug 2: C1C(C(OC1N2C=NC3=C(N=C(N=C32)Cl)N)CO)O. Cell line: NCI-H226. Synergy scores: CSS=-0.502, Synergy_ZIP=0.724, Synergy_Bliss=0.535, Synergy_Loewe=-3.05, Synergy_HSA=-2.32. (5) Drug 1: CS(=O)(=O)OCCCCOS(=O)(=O)C. Drug 2: CN(C(=O)NC(C=O)C(C(C(CO)O)O)O)N=O. Cell line: SF-539. Synergy scores: CSS=12.4, Synergy_ZIP=-4.67, Synergy_Bliss=0.732, Synergy_Loewe=-0.304, Synergy_HSA=0.0173. (6) Drug 1: C1=NC(=NC(=O)N1C2C(C(C(O2)CO)O)O)N. Drug 2: CN1C2=C(C=C(C=C2)N(CCCl)CCCl)N=C1CCCC(=O)O.Cl. Synergy scores: CSS=19.1, Synergy_ZIP=-1.47, Synergy_Bliss=-2.91, Synergy_Loewe=-38.4, Synergy_HSA=-2.57. Cell line: UO-31.